The task is: Predict the reaction yield, written as a fraction of the theoretical maximum amount of product (1.0 means a 100% yield; for example, 0.34 means a 34% yield).. This data is from Reaction yield outcomes from USPTO patents with 853,638 reactions. (1) The reactants are [CH3:1][C:2]1[CH:7]=[CH:6][C:5]([C:8]2[CH:13]=[C:12]([N+:14]([O-:16])=[O:15])[CH:11]=[C:10]([C:17]([OH:19])=[O:18])[CH:9]=2)=[CH:4][CH:3]=1.O=S(Cl)Cl.[CH3:24]O. No catalyst specified. The product is [CH3:24][O:18][C:17]([C:10]1[CH:9]=[C:8]([C:5]2[CH:6]=[CH:7][C:2]([CH3:1])=[CH:3][CH:4]=2)[CH:13]=[C:12]([N+:14]([O-:16])=[O:15])[CH:11]=1)=[O:19]. The yield is 0.920. (2) The reactants are Br[C:2]1[N:3]=[C:4]([C:20]2[CH:25]=[CH:24][N:23]=[C:22]([NH:26][C:27](=[O:29])[CH3:28])[CH:21]=2)[S:5][C:6]=1[C:7]1[N:11]([CH2:12][O:13][CH2:14][CH2:15][Si:16]([CH3:19])([CH3:18])[CH3:17])[N:10]=[CH:9][N:8]=1.[Cl-].[Cl:31][C:32]1[CH:39]=[CH:38][C:35]([CH2:36][Zn+])=[CH:34][CH:33]=1. The catalyst is O1CCCC1.CC(C)([P](C(C)(C)C)([Pd][P](C(C)(C)C)(C(C)(C)C)C(C)(C)C)C(C)(C)C)C. The product is [Cl:31][C:32]1[CH:39]=[CH:38][C:35]([CH2:36][C:2]2[N:3]=[C:4]([C:20]3[CH:25]=[CH:24][N:23]=[C:22]([NH:26][C:27](=[O:29])[CH3:28])[CH:21]=3)[S:5][C:6]=2[C:7]2[N:11]([CH2:12][O:13][CH2:14][CH2:15][Si:16]([CH3:19])([CH3:18])[CH3:17])[N:10]=[CH:9][N:8]=2)=[CH:34][CH:33]=1. The yield is 0.350. (3) The reactants are [C:1]([O:5][C:6]([N:8]1[CH2:11][CH2:10][C@H:9]1[CH2:12]OS(C)(=O)=O)=[O:7])([CH3:4])([CH3:3])[CH3:2].C([BH-](CC)CC)C.[Li+].C(OCC)(=O)C. The catalyst is C1COCC1. The product is [C:1]([O:5][C:6]([N:8]1[CH2:11][CH2:10][C@H:9]1[CH3:12])=[O:7])([CH3:4])([CH3:2])[CH3:3]. The yield is 0.300. (4) The reactants are Cl[CH2:2][CH2:3][C:4]([NH:6][C:7]1[CH:20]=[CH:19][C:18]2[C:17](=[O:21])[C:16]3[C:11](=[CH:12][C:13]([NH:22][C:23](=[O:27])[CH2:24][CH2:25]Cl)=[CH:14][CH:15]=3)[C:10](=[O:28])[C:9]=2[CH:8]=1)=[O:5].[CH2:29]([NH2:33])[CH2:30][CH2:31][CH3:32].[N:34]1C=[CH:38][CH:37]=[CH:36][CH:35]=1. The catalyst is CN(C)C=O. The product is [CH2:29]([NH:33][CH2:2][CH2:3][C:4]([NH:6][C:7]1[CH:20]=[CH:19][C:18]2[C:17](=[O:21])[C:16]3[C:11](=[CH:12][C:13]([NH:22][C:23](=[O:27])[CH2:24][CH2:25][NH:34][CH2:35][CH2:36][CH2:37][CH3:38])=[CH:14][CH:15]=3)[C:10](=[O:28])[C:9]=2[CH:8]=1)=[O:5])[CH2:30][CH2:31][CH3:32]. The yield is 0.220. (5) The reactants are [CH3:1][O:2][C:3]1[CH:8]=[CH:7][CH:6]=[CH:5][C:4]=1[CH:9]1[CH2:11][O:10]1.[OH:12][C:13]1[CH:20]=[CH:19][C:16]([CH:17]=[O:18])=[CH:15][CH:14]=1.[OH-].[Na+]. The catalyst is C1(C)C=CC=CC=1. The product is [OH:10][CH:9]([C:4]1[CH:5]=[CH:6][CH:7]=[CH:8][C:3]=1[O:2][CH3:1])[CH2:11][O:12][C:13]1[CH:20]=[CH:19][C:16]([CH:17]=[O:18])=[CH:15][CH:14]=1. The yield is 0.200. (6) The reactants are [O:1]1[CH:5]=[CH:4][CH:3]=[C:2]1[C:6]1[N:11]=[C:10]([NH2:12])[C:9]([NH2:13])=[CH:8][C:7]=1[C:14]1[CH:19]=[CH:18][N:17]=[CH:16][N:15]=1.[CH2:20](OC(OCC)OCC)C.O.C(=O)([O-])O.[Na+]. The catalyst is C(O)(=O)C. The product is [O:1]1[CH:5]=[CH:4][CH:3]=[C:2]1[C:6]1[N:11]=[C:10]2[NH:12][CH:20]=[N:13][C:9]2=[CH:8][C:7]=1[C:14]1[CH:19]=[CH:18][N:17]=[CH:16][N:15]=1. The yield is 0.430. (7) The reactants are C(OC([NH:8][CH:9]1[CH2:16][C@@H:15]2[N:17]([CH2:18][C:19]3[NH:24][C:23]([C:25]4[S:26][CH:27]=[CH:28][N:29]=4)=[N:22][C@@H:21]([C:30]4[CH:35]=[CH:34][C:33]([F:36])=[CH:32][C:31]=4[Cl:37])[C:20]=3[C:38]([O:40][CH3:41])=[O:39])[C@@H:11]([CH2:12][O:13][CH2:14]2)[CH2:10]1)=O)(C)(C)C.C(O)(C(F)(F)F)=O. The catalyst is C(Cl)Cl. The product is [NH2:8][CH:9]1[CH2:10][C@@H:11]2[N:17]([CH2:18][C:19]3[NH:24][C:23]([C:25]4[S:26][CH:27]=[CH:28][N:29]=4)=[N:22][C@@H:21]([C:30]4[CH:35]=[CH:34][C:33]([F:36])=[CH:32][C:31]=4[Cl:37])[C:20]=3[C:38]([O:40][CH3:41])=[O:39])[C@@H:15]([CH2:14][O:13][CH2:12]2)[CH2:16]1. The yield is 0.960. (8) The reactants are [NH2:1][CH2:2][CH2:3][NH:4][C:5](=[O:14])[O:6][CH2:7][C:8]1[CH:13]=[CH:12][CH:11]=[CH:10][CH:9]=1.N1C=CN=C1.[C:20](O)(=[O:28])[C:21]1[C:22](=[CH:24][CH:25]=[CH:26][CH:27]=1)[OH:23].C1CCC(N=C=NC2CCCCC2)CC1. The catalyst is C(OCC)(=O)C. The product is [OH:23][C:22]1[CH:24]=[CH:25][CH:26]=[CH:27][C:21]=1[C:20]([NH:1][CH2:2][CH2:3][NH:4][C:5](=[O:14])[O:6][CH2:7][C:8]1[CH:9]=[CH:10][CH:11]=[CH:12][CH:13]=1)=[O:28]. The yield is 0.660. (9) The reactants are [CH3:1][O:2][C:3]1[CH:4]=[C:5]([CH:8]=[CH:9][C:10]=1[O:11][CH3:12])[CH:6]=O.[CH3:13][O:14][C:15]1[CH:16]=[C:17]([CH:21]=[CH:22][C:23]=1[O:24][CH3:25])[CH2:18][C:19]#[N:20]. No catalyst specified. The product is [CH3:13][O:14][C:15]1[CH:16]=[C:17](/[C:18](=[CH:6]/[C:5]2[CH:8]=[CH:9][C:10]([O:11][CH3:12])=[C:3]([O:2][CH3:1])[CH:4]=2)/[C:19]#[N:20])[CH:21]=[CH:22][C:23]=1[O:24][CH3:25]. The yield is 0.890. (10) The reactants are [CH3:1][O:2][CH:3]1[CH2:8][CH2:7][NH:6][CH2:5][CH2:4]1.F[C:10]1[CH:15]=[CH:14][C:13]([N+:16]([O-:18])=[O:17])=[CH:12][CH:11]=1.O. The catalyst is CN(C=O)C. The product is [CH3:1][O:2][CH:3]1[CH2:8][CH2:7][N:6]([C:10]2[CH:15]=[CH:14][C:13]([N+:16]([O-:18])=[O:17])=[CH:12][CH:11]=2)[CH2:5][CH2:4]1. The yield is 0.750.